This data is from Catalyst prediction with 721,799 reactions and 888 catalyst types from USPTO. The task is: Predict which catalyst facilitates the given reaction. Reactant: [Cl:1][C:2]1[S:6][C:5]([C:7]([NH:9][C:10]2[C:18]3[C:13](=[CH:14][CH:15]=[C:16]([C:19]4[O:23][C:22]([C:24]([O:26]C(C)(C)C)=[O:25])=[CH:21][CH:20]=4)[CH:17]=3)[NH:12][N:11]=2)=[O:8])=[CH:4][CH:3]=1.ClCCl. Product: [Cl:1][C:2]1[S:6][C:5]([C:7]([NH:9][C:10]2[C:18]3[C:13](=[CH:14][CH:15]=[C:16]([C:19]4[O:23][C:22]([C:24]([OH:26])=[O:25])=[CH:21][CH:20]=4)[CH:17]=3)[NH:12][N:11]=2)=[O:8])=[CH:4][CH:3]=1. The catalyst class is: 55.